This data is from Forward reaction prediction with 1.9M reactions from USPTO patents (1976-2016). The task is: Predict the product of the given reaction. (1) Given the reactants [CH3:1][O:2][C:3](=[O:22])[C@H:4]([C@H:13]1[CH2:18][CH2:17][C@H:16]([N:19]=[N+]=[N-])[CH2:15][CH2:14]1)[NH:5][C:6]([O:8][C:9]([CH3:12])([CH3:11])[CH3:10])=[O:7].C(OC(=O)N[C@@H]([C@H]1CC[C@@H](N)CC1)C(=O)N1CCCC1)(C)(C)C, predict the reaction product. The product is: [CH3:1][O:2][C:3](=[O:22])[C@H:4]([C@H:13]1[CH2:18][CH2:17][C@H:16]([NH2:19])[CH2:15][CH2:14]1)[NH:5][C:6]([O:8][C:9]([CH3:12])([CH3:10])[CH3:11])=[O:7]. (2) Given the reactants C([O:8][C:9]1[CH:10]=[C:11]2[C:15](=[CH:16][CH:17]=1)[N:14]([CH2:18][CH2:19][CH2:20][O:21][C:22]1[C:31]3[C:26](=[CH:27][CH:28]=[CH:29][CH:30]=3)[CH:25]=[CH:24][CH:23]=1)[C:13]([C:32]([O:34][CH2:35][CH3:36])=[O:33])=[C:12]2[C:37]1[CH:42]=[CH:41][CH:40]=[CH:39][C:38]=1[CH:43]([CH3:45])[CH3:44])C1C=CC=CC=1, predict the reaction product. The product is: [OH:8][C:9]1[CH:10]=[C:11]2[C:15](=[CH:16][CH:17]=1)[N:14]([CH2:18][CH2:19][CH2:20][O:21][C:22]1[C:31]3[C:26](=[CH:27][CH:28]=[CH:29][CH:30]=3)[CH:25]=[CH:24][CH:23]=1)[C:13]([C:32]([O:34][CH2:35][CH3:36])=[O:33])=[C:12]2[C:37]1[CH:42]=[CH:41][CH:40]=[CH:39][C:38]=1[CH:43]([CH3:44])[CH3:45]. (3) Given the reactants C=O.[Cl:3][C:4]1[C:5]([CH2:23][CH2:24][C:25]2[CH:30]=[CH:29][CH:28]=[CH:27][C:26]=2[C:31]2([C:34]([NH2:36])=[O:35])[CH2:33][CH2:32]2)=[N:6][C:7]([NH:10][C:11]2[CH:16]=[CH:15][C:14]([CH:17]3[CH2:22][CH2:21][NH:20][CH2:19][CH2:18]3)=[CH:13][CH:12]=2)=[N:8][CH:9]=1.[C:37](O[BH-](OC(=O)C)OC(=O)C)(=O)C.[Na+], predict the reaction product. The product is: [Cl:3][C:4]1[C:5]([CH2:23][CH2:24][C:25]2[CH:30]=[CH:29][CH:28]=[CH:27][C:26]=2[C:31]2([C:34]([NH2:36])=[O:35])[CH2:32][CH2:33]2)=[N:6][C:7]([NH:10][C:11]2[CH:16]=[CH:15][C:14]([CH:17]3[CH2:22][CH2:21][N:20]([CH3:37])[CH2:19][CH2:18]3)=[CH:13][CH:12]=2)=[N:8][CH:9]=1. (4) Given the reactants [C:1]([O:5][C:6]([N:8]1[CH2:13][CH2:12][C:11](=O)[CH2:10][CH2:9]1)=[O:7])([CH3:4])([CH3:3])[CH3:2].[CH2:15]([NH2:17])[CH3:16].C(O)(=O)C.C(O[BH-](OC(=O)C)OC(=O)C)(=O)C.[Na+], predict the reaction product. The product is: [C:1]([O:5][C:6]([N:8]1[CH2:13][CH2:12][CH:11]([NH:17][CH2:15][CH3:16])[CH2:10][CH2:9]1)=[O:7])([CH3:4])([CH3:3])[CH3:2]. (5) Given the reactants [CH2:1]([N:3]1[CH2:8][CH2:7][N:6]([C:9]2[CH:14]=[CH:13][C:12]([NH:15]C(=O)OC(C)(C)C)=[C:11]([N+:23]([O-:25])=[O:24])[CH:10]=2)[CH2:5][CH2:4]1)[CH3:2].C(O)(C(F)(F)F)=O, predict the reaction product. The product is: [CH2:1]([N:3]1[CH2:8][CH2:7][N:6]([C:9]2[CH:14]=[CH:13][C:12]([NH2:15])=[C:11]([N+:23]([O-:25])=[O:24])[CH:10]=2)[CH2:5][CH2:4]1)[CH3:2]. (6) Given the reactants [CH2:1]([N:3]([CH2:26][CH3:27])[C:4]([CH:6]1[C:18]2[C:17]3[C:12](=[CH:13][CH:14]=[CH:15][CH:16]=3)[N:11]([CH2:19][CH2:20][OH:21])[C:10]=2[C:9]2[CH:22]=[CH:23][CH:24]=[CH:25][C:8]=2[S:7]1)=[O:5])[CH3:2].[C:28]1(C)[C:29]([S:34](Cl)(=[O:36])=[O:35])=[CH:30][CH:31]=[CH:32][CH:33]=1.N1C=CC=C[CH:40]=1, predict the reaction product. The product is: [CH2:26]([N:3]([CH2:1][CH3:2])[C:4]([CH:6]1[C:18]2[C:17]3[C:12](=[CH:13][CH:14]=[CH:15][CH:16]=3)[N:11]([CH2:19][CH2:20][O:21][S:34]([C:29]3[CH:28]=[CH:33][C:32]([CH3:40])=[CH:31][CH:30]=3)(=[O:35])=[O:36])[C:10]=2[C:9]2[CH:22]=[CH:23][CH:24]=[CH:25][C:8]=2[S:7]1)=[O:5])[CH3:27]. (7) Given the reactants CS(O[CH2:6][CH2:7][C:8]1[O:9][C:10]2[CH:16]=[CH:15][C:14]([C:17]3[CH:22]=[CH:21][CH:20]=[C:19]([C:23]#[N:24])[CH:18]=3)=[CH:13][C:11]=2[CH:12]=1)(=O)=O.[CH3:25][C@@H:26]1[CH2:30][CH2:29][CH2:28][NH:27]1.C([O-])([O-])=O.[Cs+].[Cs+].CC#N, predict the reaction product. The product is: [CH3:25][C@@H:26]1[CH2:30][CH2:29][CH2:28][N:27]1[CH2:6][CH2:7][C:8]1[O:9][C:10]2[CH:16]=[CH:15][C:14]([C:17]3[CH:18]=[C:19]([CH:20]=[CH:21][CH:22]=3)[C:23]#[N:24])=[CH:13][C:11]=2[CH:12]=1.